This data is from Reaction yield outcomes from USPTO patents with 853,638 reactions. The task is: Predict the reaction yield, written as a fraction of the theoretical maximum amount of product (1.0 means a 100% yield; for example, 0.34 means a 34% yield). The reactants are FC(F)(F)C(O)=O.[CH3:8][N:9]([C:17]1[CH:22]=[CH:21][CH:20]=[C:19]([NH:23][C:24](=[O:29])[C:25]([F:28])([F:27])[F:26])[CH:18]=1)C(=O)OC(C)(C)C. No catalyst specified. The product is [F:26][C:25]([F:27])([F:28])[C:24]([NH:23][C:19]1[CH:20]=[CH:21][CH:22]=[C:17]([NH:9][CH3:8])[CH:18]=1)=[O:29]. The yield is 0.890.